This data is from Full USPTO retrosynthesis dataset with 1.9M reactions from patents (1976-2016). The task is: Predict the reactants needed to synthesize the given product. Given the product [O:33]=[C:28]1[CH2:29][CH2:30][C:31](=[O:32])[N:27]1[O:15][C:14]([C:13]1[CH:12]=[C:11]2[C:7]([CH:8]=[N:9][N:10]2[CH2:17][CH:18]([CH3:20])[CH3:19])=[CH:6][C:5]=1[O:4][C:3]1[CH:21]=[CH:22][C:23]([F:25])=[CH:24][C:2]=1[F:1])=[O:16], predict the reactants needed to synthesize it. The reactants are: [F:1][C:2]1[CH:24]=[C:23]([F:25])[CH:22]=[CH:21][C:3]=1[O:4][C:5]1[CH:6]=[C:7]2[C:11](=[CH:12][C:13]=1[C:14]([OH:16])=[O:15])[N:10]([CH2:17][CH:18]([CH3:20])[CH3:19])[N:9]=[CH:8]2.O[N:27]1[C:31](=[O:32])[CH2:30][CH2:29][C:28]1=[O:33].CCN=C=NCCCN(C)C.